This data is from Forward reaction prediction with 1.9M reactions from USPTO patents (1976-2016). The task is: Predict the product of the given reaction. (1) Given the reactants [OH:1][C:2]1[C:11]([C:12](=[O:22])/[CH:13]=[CH:14]/[C:15]2[CH:20]=[CH:19][C:18]([OH:21])=[CH:17][CH:16]=2)=[C:10]([O:23][CH3:24])[CH:9]=[C:8]2[C:3]=1[CH2:4][CH2:5][C:6]([CH3:26])([CH3:25])[O:7]2.[H][H], predict the reaction product. The product is: [OH:1][C:2]1[C:11]([C:12](=[O:22])[CH2:13][CH2:14][C:15]2[CH:20]=[CH:19][C:18]([OH:21])=[CH:17][CH:16]=2)=[C:10]([O:23][CH3:24])[CH:9]=[C:8]2[C:3]=1[CH2:4][CH2:5][C:6]([CH3:26])([CH3:25])[O:7]2. (2) Given the reactants [O:1]=[C:2]1[C:10]2[C:5](=[CH:6][CH:7]=[C:8]([C:11]([OH:13])=[O:12])[CH:9]=2)[CH2:4][CH2:3]1.[Si](C=[N+]=[N-])(C)(C)[CH3:15], predict the reaction product. The product is: [O:1]=[C:2]1[C:10]2[C:5](=[CH:6][CH:7]=[C:8]([C:11]([O:13][CH3:15])=[O:12])[CH:9]=2)[CH2:4][CH2:3]1. (3) The product is: [NH2:1][C:2]1[CH:7]=[CH:6][C:5]([CH:8]2[CH2:13][C:12](=[O:14])[NH:11][C:10](=[O:15])[CH2:9]2)=[CH:4][C:3]=1[C:17]1[CH2:22][CH2:21][CH2:20][CH2:19][CH:18]=1. Given the reactants [NH2:1][C:2]1[CH:7]=[CH:6][C:5]([CH:8]2[CH2:13][C:12](=[O:14])[NH:11][C:10](=[O:15])[CH2:9]2)=[CH:4][C:3]=1Br.[C:17]1(B(O)O)[CH2:22][CH2:21][CH2:20][CH2:19][CH:18]=1.[O-]P([O-])([O-])=O.[K+].[K+].[K+].C1(P(C2CCCCC2)C2C=CC=CC=2C2C=CC=CC=2)CCCCC1, predict the reaction product. (4) Given the reactants C([NH:5][C:6]1[N:10]2[CH:11]=[C:12]([C:15]3[CH:38]=[C:37]([Cl:39])[CH:36]=[CH:35][C:16]=3[O:17][C:18]3[C:23]([F:24])=[CH:22][C:21]([S:25]([NH:28][C:29]4[S:33][N:32]=[CH:31][N:30]=4)(=[O:27])=[O:26])=[C:20]([F:34])[CH:19]=3)[CH:13]=[CH:14][C:9]2=[N:8][CH:7]=1)(C)(C)C.[OH-].[K+], predict the reaction product. The product is: [NH2:5][C:6]1[N:10]2[CH:11]=[C:12]([C:15]3[CH:38]=[C:37]([Cl:39])[CH:36]=[CH:35][C:16]=3[O:17][C:18]3[C:23]([F:24])=[CH:22][C:21]([S:25]([NH:28][C:29]4[S:33][N:32]=[CH:31][N:30]=4)(=[O:26])=[O:27])=[C:20]([F:34])[CH:19]=3)[CH:13]=[CH:14][C:9]2=[N:8][CH:7]=1. (5) Given the reactants [O:1]=[C:2]1[CH2:7][CH2:6][CH:5]([C:8]([O:10][CH2:11][CH3:12])=[O:9])[CH2:4][CH2:3]1.[CH2:13](O)[CH2:14][OH:15].CC1C=CC(S(O)(=O)=O)=CC=1, predict the reaction product. The product is: [O:15]1[C:2]2([CH2:7][CH2:6][CH:5]([C:8]([O:10][CH2:11][CH3:12])=[O:9])[CH2:4][CH2:3]2)[O:1][CH2:13][CH2:14]1. (6) Given the reactants [NH2:1][C:2]1[CH:3]=[CH:4][C:5]2[S:9][C:8]([C:10]3[C:11]([NH2:25])=[N:12][CH:13]=[C:14]([B:16]4[O:20][C:19]([CH3:22])([CH3:21])[C:18]([CH3:24])([CH3:23])[O:17]4)[CH:15]=3)=[CH:7][C:6]=2[CH:26]=1.[N:27]([C:30]1[CH:35]=[CH:34][CH:33]=[CH:32][CH:31]=1)=[C:28]=[O:29], predict the reaction product. The product is: [NH2:25][C:11]1[C:10]([C:8]2[S:9][C:5]3[CH:4]=[CH:3][C:2]([NH:1][C:28]([NH:27][C:30]4[CH:35]=[CH:34][CH:33]=[CH:32][CH:31]=4)=[O:29])=[CH:26][C:6]=3[CH:7]=2)=[CH:15][C:14]([B:16]2[O:20][C:19]([CH3:22])([CH3:21])[C:18]([CH3:24])([CH3:23])[O:17]2)=[CH:13][N:12]=1. (7) Given the reactants [F:1][C:2]1[CH:3]=[C:4]2[C:10]([C:11]3[N:12]=[N:13][C:14]4[C:19]([CH3:21])([CH3:20])[C:18](=[O:22])[N:17](COCC[Si](C)(C)C)[C:15]=4[N:16]=3)=[N:9][N:8]([CH2:31][C:32]3[CH:37]=[CH:36][C:35]([CH3:38])=[CH:34][C:33]=3[F:39])[C:5]2=[N:6][CH:7]=1.FC(F)(F)C(O)=O, predict the reaction product. The product is: [F:1][C:2]1[CH:3]=[C:4]2[C:10]([C:11]3[N:12]=[N:13][C:14]4[C:19]([CH3:20])([CH3:21])[C:18](=[O:22])[NH:17][C:15]=4[N:16]=3)=[N:9][N:8]([CH2:31][C:32]3[CH:37]=[CH:36][C:35]([CH3:38])=[CH:34][C:33]=3[F:39])[C:5]2=[N:6][CH:7]=1.